This data is from Forward reaction prediction with 1.9M reactions from USPTO patents (1976-2016). The task is: Predict the product of the given reaction. (1) Given the reactants [F:1][C:2]1[CH:3]=[C:4]([C:9]2[C:17]3[C:12](=[CH:13][CH:14]=[C:15]([N+:18]([O-:20])=[O:19])[CH:16]=3)[N:11]([C:21]([C:34]3[CH:39]=[CH:38][CH:37]=[CH:36][CH:35]=3)([C:28]3[CH:33]=[CH:32][CH:31]=[CH:30][CH:29]=3)[C:22]3[CH:27]=[CH:26][CH:25]=[CH:24][CH:23]=3)[N:10]=2)[CH:5]=[CH:6][C:7]=1[OH:8].Br[CH2:41][CH2:42][O:43][CH3:44], predict the reaction product. The product is: [F:1][C:2]1[CH:3]=[C:4]([C:9]2[C:17]3[C:12](=[CH:13][CH:14]=[C:15]([N+:18]([O-:20])=[O:19])[CH:16]=3)[N:11]([C:21]([C:22]3[CH:27]=[CH:26][CH:25]=[CH:24][CH:23]=3)([C:28]3[CH:29]=[CH:30][CH:31]=[CH:32][CH:33]=3)[C:34]3[CH:35]=[CH:36][CH:37]=[CH:38][CH:39]=3)[N:10]=2)[CH:5]=[CH:6][C:7]=1[O:8][CH2:41][CH2:42][O:43][CH3:44]. (2) Given the reactants [Si]([O:8][C@H:9]([C@H:20]([CH3:29])/[CH:21]=[CH:22]/[C:23]1[CH:28]=[CH:27][CH:26]=[CH:25][CH:24]=1)[CH2:10]/[CH:11]=[CH:12]/[C:13]([O:15]C(C)(C)C)=[O:14])(C(C)(C)C)(C)C, predict the reaction product. The product is: [OH:8][C@H:9]([C@H:20]([CH3:29])/[CH:21]=[CH:22]/[C:23]1[CH:24]=[CH:25][CH:26]=[CH:27][CH:28]=1)[CH2:10]/[CH:11]=[CH:12]/[C:13]([OH:15])=[O:14]. (3) Given the reactants [OH-].[Na+].[C:3]([O:7][C:8]([N:10]1[CH2:15][CH2:14][C:13]([C:31](=[O:33])[NH2:32])([NH:16][C:17](=O)/[CH:18]=[CH:19]/[C:20]2[CH:25]=[CH:24][CH:23]=[C:22]([C:26]([F:29])([F:28])[F:27])[CH:21]=2)[CH2:12][CH2:11]1)=[O:9])([CH3:6])([CH3:5])[CH3:4], predict the reaction product. The product is: [C:3]([O:7][C:8]([N:10]1[CH2:15][CH2:14][C:13]2([N:16]=[C:17](/[CH:18]=[CH:19]/[C:20]3[CH:25]=[CH:24][CH:23]=[C:22]([C:26]([F:29])([F:28])[F:27])[CH:21]=3)[NH:32][C:31]2=[O:33])[CH2:12][CH2:11]1)=[O:9])([CH3:6])([CH3:5])[CH3:4]. (4) Given the reactants Br[C:2]1[CH:7]=[CH:6][C:5]([C:8]2[O:12][N:11]=[C:10]([CH3:13])[C:9]=2[CH:14]([OH:24])[CH2:15][CH2:16][CH2:17][C:18]2[CH:23]=[CH:22][CH:21]=[CH:20][CH:19]=2)=[CH:4][CH:3]=1.[CH2:25]([O:27][C:28]([C:30]1([C:33]2[CH:38]=[CH:37][C:36](B3OC(C)(C)C(C)(C)O3)=[CH:35][CH:34]=2)[CH2:32][CH2:31]1)=[O:29])[CH3:26], predict the reaction product. The product is: [CH2:25]([O:27][C:28]([C:30]1([C:33]2[CH:38]=[CH:37][C:36]([C:2]3[CH:7]=[CH:6][C:5]([C:8]4[O:12][N:11]=[C:10]([CH3:13])[C:9]=4[CH:14]([OH:24])[CH2:15][CH2:16][CH2:17][C:18]4[CH:23]=[CH:22][CH:21]=[CH:20][CH:19]=4)=[CH:4][CH:3]=3)=[CH:35][CH:34]=2)[CH2:31][CH2:32]1)=[O:29])[CH3:26]. (5) Given the reactants [NH2:1][C:2]1[C:3]([Cl:15])=[CH:4][C:5]([N:10]([CH2:12][CH2:13][NH2:14])[CH3:11])=[C:6]([CH:9]=1)[C:7]#[N:8].[CH3:16][C:17]([O:20][C:21](O[C:21]([O:20][C:17]([CH3:19])([CH3:18])[CH3:16])=[O:22])=[O:22])([CH3:19])[CH3:18], predict the reaction product. The product is: [NH2:1][C:2]1[C:3]([Cl:15])=[CH:4][C:5]([N:10]([CH3:11])[CH2:12][CH2:13][NH:14][C:21](=[O:22])[O:20][C:17]([CH3:19])([CH3:18])[CH3:16])=[C:6]([C:7]#[N:8])[CH:9]=1. (6) Given the reactants [BH4-].[Na+].[C:3]([O:7][C:8]([N:10]1[C@@H:15]([C@@H:16]([OH:37])[C@@H:17]([N+:34]([O-])=O)[CH2:18][C:19]2[CH:24]=[C:23]([F:25])[CH:22]=[C:21]([O:26][CH2:27][C:28]3[CH:33]=[CH:32][CH:31]=[CH:30][CH:29]=3)[CH:20]=2)[CH2:14][O:13][C@@H:12]([O:38][CH2:39][C:40]([CH3:43])([CH3:42])[CH3:41])[C@@H:11]1[CH3:44])=[O:9])([CH3:6])([CH3:5])[CH3:4], predict the reaction product. The product is: [C:3]([O:7][C:8]([N:10]1[C@@H:15]([CH:16]([OH:37])[CH:17]([NH2:34])[CH2:18][C:19]2[CH:24]=[C:23]([F:25])[CH:22]=[C:21]([O:26][CH2:27][C:28]3[CH:29]=[CH:30][CH:31]=[CH:32][CH:33]=3)[CH:20]=2)[CH2:14][O:13][C@@H:12]([O:38][CH2:39][C:40]([CH3:43])([CH3:42])[CH3:41])[C@@H:11]1[CH3:44])=[O:9])([CH3:4])([CH3:6])[CH3:5].